Dataset: Full USPTO retrosynthesis dataset with 1.9M reactions from patents (1976-2016). Task: Predict the reactants needed to synthesize the given product. Given the product [CH3:23][O:24][C:25]1[CH:26]=[C:27]([NH:31][C:32]([N:17]2[CH2:18][CH2:19][N:14]([C:11]3[N:12]=[CH:13][C:8]4[C:6](=[O:7])[C:5]([C:20]([OH:22])=[O:21])=[CH:4][N:3]([CH2:2][CH3:1])[C:9]=4[N:10]=3)[CH2:15][CH2:16]2)=[S:33])[CH:28]=[CH:29][CH:30]=1, predict the reactants needed to synthesize it. The reactants are: [CH3:1][CH2:2][N:3]1[C:9]2[N:10]=[C:11]([N:14]3[CH2:19][CH2:18][NH:17][CH2:16][CH2:15]3)[N:12]=[CH:13][C:8]=2[C:6](=[O:7])[C:5]([C:20]([OH:22])=[O:21])=[CH:4]1.[CH3:23][O:24][C:25]1[CH:26]=[C:27]([N:31]=[C:32]=[S:33])[CH:28]=[CH:29][CH:30]=1.C(N(CC)CC)C.